The task is: Predict the reactants needed to synthesize the given product.. This data is from Full USPTO retrosynthesis dataset with 1.9M reactions from patents (1976-2016). (1) Given the product [C:1]([O:5][C:6](=[O:16])[NH:7][C:8]1[CH:13]=[CH:12][C:11]([CH2:14][Br:36])=[CH:10][CH:9]=1)([CH3:4])([CH3:3])[CH3:2], predict the reactants needed to synthesize it. The reactants are: [C:1]([O:5][C:6](=[O:16])[NH:7][C:8]1[CH:13]=[CH:12][C:11]([CH2:14]O)=[CH:10][CH:9]=1)([CH3:4])([CH3:3])[CH3:2].C1(P(C2C=CC=CC=2)C2C=CC=CC=2)C=CC=CC=1.[Br:36]N1C(=O)CCC1=O. (2) Given the product [CH3:24][O:25][C:26](=[O:34])[C:27]1[CH:32]=[CH:31][C:30]([O:8][C:5]2[CH:6]=[CH:7][C:2]([Cl:1])=[C:3]([CH:9]([CH3:23])[C:10]([C:16]3[CH:21]=[CH:20][N:19]=[C:18]([Cl:22])[CH:17]=3)([OH:15])[C:11]([F:14])([F:13])[F:12])[CH:4]=2)=[N:29][CH:28]=1, predict the reactants needed to synthesize it. The reactants are: [Cl:1][C:2]1[CH:7]=[CH:6][C:5]([OH:8])=[CH:4][C:3]=1[CH:9]([CH3:23])[C:10]([C:16]1[CH:21]=[CH:20][N:19]=[C:18]([Cl:22])[CH:17]=1)([OH:15])[C:11]([F:14])([F:13])[F:12].[CH3:24][O:25][C:26](=[O:34])[C:27]1[CH:32]=[CH:31][C:30](Cl)=[N:29][CH:28]=1.C(N(CC)CC)C.N12CCN(CC1)CC2. (3) Given the product [ClH:34].[C:1]([NH:5][C:6](=[O:35])[C:7]1[CH:12]=[CH:11][CH:10]=[C:9]([O:13][C:14]2[CH:19]=[CH:18][C:17]([NH:20][C:21]3[C:22]4[N:29]([CH2:30][CH2:31][S:32][CH3:33])[CH:28]=[CH:27][C:23]=4[N:24]=[CH:25][N:26]=3)=[CH:16][C:15]=2[Cl:34])[CH:8]=1)([CH3:4])([CH3:2])[CH3:3], predict the reactants needed to synthesize it. The reactants are: [C:1]([NH:5][C:6](=[O:35])[C:7]1[CH:12]=[CH:11][CH:10]=[C:9]([O:13][C:14]2[CH:19]=[CH:18][C:17]([NH:20][C:21]3[C:22]4[N:29]([CH2:30][CH2:31][S:32][CH3:33])[CH:28]=[CH:27][C:23]=4[N:24]=[CH:25][N:26]=3)=[CH:16][C:15]=2[Cl:34])[CH:8]=1)([CH3:4])([CH3:3])[CH3:2].Cl.C(OCC)(=O)C. (4) Given the product [C:8]1(=[N:7][S:5]([C:1]([CH3:4])([CH3:3])[CH3:2])=[O:6])[CH2:11][CH2:10][CH2:9]1, predict the reactants needed to synthesize it. The reactants are: [C:1]([S:5]([NH2:7])=[O:6])([CH3:4])([CH3:3])[CH3:2].[C:8]1(=O)[CH2:11][CH2:10][CH2:9]1.C1COCC1. (5) Given the product [CH3:37][S:38]([O:1][CH2:2][C:3]1[C:8]([CH3:9])=[N:7][C:6]([CH2:10][CH:11]([CH3:13])[CH3:12])=[C:5]([CH2:14][NH:15][C:16]([O:17][C:18]([CH3:19])([CH3:20])[CH3:21])=[O:22])[C:4]=1[C:23]1[CH:24]=[CH:25][C:26]([CH3:29])=[CH:27][CH:28]=1)(=[O:40])=[O:39], predict the reactants needed to synthesize it. The reactants are: [OH:1][CH2:2][C:3]1[C:4]([C:23]2[CH:28]=[CH:27][C:26]([CH3:29])=[CH:25][CH:24]=2)=[C:5]([CH2:14][NH:15][C:16](=[O:22])[O:17][C:18]([CH3:21])([CH3:20])[CH3:19])[C:6]([CH2:10][CH:11]([CH3:13])[CH3:12])=[N:7][C:8]=1[CH3:9].C(N(CC)CC)C.[CH3:37][S:38](Cl)(=[O:40])=[O:39].C(=O)([O-])O.[Na+]. (6) Given the product [CH2:42]([O:27][C:26]1[C:17]([C:10]2([OH:28])[C:11]3[C:16](=[CH:15][CH:14]=[CH:13][CH:12]=3)[N:8]([CH:7]([C:1]3[CH:2]=[CH:3][CH:4]=[CH:5][CH:6]=3)[C:30]3[CH:31]=[CH:32][CH:33]=[CH:34][CH:35]=3)[C:9]2=[O:29])=[CH:18][C:19]2[O:24][CH2:23][CH2:22][O:21][C:20]=2[CH:25]=1)[C:43]1[CH:48]=[CH:47][CH:46]=[CH:45][CH:44]=1, predict the reactants needed to synthesize it. The reactants are: [C:1]1([CH:7]([C:30]2[CH:35]=[CH:34][CH:33]=[CH:32][CH:31]=2)[N:8]2[C:16]3[C:11](=[CH:12][CH:13]=[CH:14][CH:15]=3)[C:10]([OH:28])([C:17]3[C:26]([OH:27])=[CH:25][C:20]4[O:21][CH2:22][CH2:23][O:24][C:19]=4[CH:18]=3)[C:9]2=[O:29])[CH:6]=[CH:5][CH:4]=[CH:3][CH:2]=1.C(=O)([O-])[O-].[K+].[K+].[CH2:42](Cl)[C:43]1[CH:48]=[CH:47][CH:46]=[CH:45][CH:44]=1. (7) The reactants are: [C:1]([C:5]1[CH:10]=[CH:9][C:8]([Mg]Br)=[CH:7][CH:6]=1)([CH3:4])([CH3:3])[CH3:2].C(C1C=CC(Br)=CC=1)(C)(C)C.[Mg].[B:25](OCCCC)([O:31]CCCC)[O:26]CCCC.S(=O)(=O)(O)O. Given the product [C:1]([C:5]1[CH:10]=[CH:9][C:8]([B:25]([OH:31])[OH:26])=[CH:7][CH:6]=1)([CH3:4])([CH3:3])[CH3:2], predict the reactants needed to synthesize it. (8) The reactants are: [Cl:1][C:2]1[CH:11]=[C:10]2[C:5]([C:6]([N:12]3[CH2:17][CH2:16][NH:15][CH2:14][CH2:13]3)=[CH:7][CH:8]=[N:9]2)=[CH:4][CH:3]=1.[F:18][C:19]1[CH:24]=[CH:23][C:22]([NH:25][C:26]([NH:28][O:29][CH3:30])=S)=[CH:21][CH:20]=1.I([O-])(=O)(=O)=O.[Na+]. Given the product [Cl:1][C:2]1[CH:11]=[C:10]2[C:5]([C:6]([N:12]3[CH2:17][CH2:16][N:15]([C:26](=[N:28][O:29][CH3:30])[NH:25][C:22]4[CH:21]=[CH:20][C:19]([F:18])=[CH:24][CH:23]=4)[CH2:14][CH2:13]3)=[CH:7][CH:8]=[N:9]2)=[CH:4][CH:3]=1, predict the reactants needed to synthesize it.